Dataset: Forward reaction prediction with 1.9M reactions from USPTO patents (1976-2016). Task: Predict the product of the given reaction. (1) Given the reactants [O:1]=[C:2]1[O:6][CH:5]([C:7](Cl)=[O:8])[CH2:4][O:3]1.[CH:10]1([NH2:16])[CH2:15][CH2:14][CH2:13][CH2:12][CH2:11]1.C(N(CC)CC)C, predict the reaction product. The product is: [CH:10]1([NH:16][C:7]([CH:5]2[CH2:4][O:3][C:2](=[O:1])[O:6]2)=[O:8])[CH2:15][CH2:14][CH2:13][CH2:12][CH2:11]1. (2) The product is: [NH2:26][C@@H:21]([CH2:22][CH:23]([CH3:25])[CH3:24])[CH2:20][O:19][C:16]1[CH:17]=[CH:18][C:13]2[C:12]3[C:7](=[CH:8][N:9]=[CH:10][CH:11]=3)[C:6](=[O:34])[N:5]([CH2:4][CH:1]3[CH2:3][CH2:2]3)[C:14]=2[CH:15]=1. Given the reactants [CH:1]1([CH2:4][N:5]2[C:14]3[CH:15]=[C:16]([O:19][CH2:20][C@@H:21]([NH:26]C(=O)OC(C)(C)C)[CH2:22][CH:23]([CH3:25])[CH3:24])[CH:17]=[CH:18][C:13]=3[C:12]3[C:7](=[CH:8][N:9]=[CH:10][CH:11]=3)[C:6]2=[O:34])[CH2:3][CH2:2]1.Cl.O1CCOCC1, predict the reaction product. (3) The product is: [CH2:1]([O:3][C:4](=[O:31])[CH:5]([S:39][CH2:38][C:35]1[CH:36]=[CH:37][CH:32]=[CH:33][CH:34]=1)[CH2:6][C:7]1[CH:12]=[CH:11][C:10]([CH2:13][CH2:14][N:15]([C:23]([O:25][C:26]([CH3:29])([CH3:28])[CH3:27])=[O:24])[CH2:16][CH2:17][CH2:18][CH2:19][CH2:20][CH2:21][CH3:22])=[CH:9][CH:8]=1)[CH3:2]. Given the reactants [CH2:1]([O:3][C:4](=[O:31])[CH:5](O)[CH2:6][C:7]1[CH:12]=[CH:11][C:10]([CH2:13][CH2:14][N:15]([C:23]([O:25][C:26]([CH3:29])([CH3:28])[CH3:27])=[O:24])[CH2:16][CH2:17][CH2:18][CH2:19][CH2:20][CH2:21][CH3:22])=[CH:9][CH:8]=1)[CH3:2].[CH:32]1[CH:37]=[CH:36][C:35]([CH2:38][SH:39])=[CH:34][CH:33]=1, predict the reaction product. (4) Given the reactants [CH2:1]([O:8][C:9]1[CH:14]=[CH:13][C:12]([C:15]2[NH:16][C:17]3[N:18]([N:28]=[C:29]([C:31]([NH2:33])=O)[CH:30]=3)[C:19](=[O:27])[C:20]=2[CH:21]2[CH2:26][CH2:25][CH2:24][CH2:23][CH2:22]2)=[CH:11][CH:10]=1)[C:2]1[CH:7]=[CH:6][CH:5]=[CH:4][CH:3]=1.C(N(CC)CC)C.FC(F)(F)C(OC(=O)C(F)(F)F)=O, predict the reaction product. The product is: [CH2:1]([O:8][C:9]1[CH:10]=[CH:11][C:12]([C:15]2[NH:16][C:17]3[N:18]([N:28]=[C:29]([C:31]#[N:33])[CH:30]=3)[C:19](=[O:27])[C:20]=2[CH:21]2[CH2:22][CH2:23][CH2:24][CH2:25][CH2:26]2)=[CH:13][CH:14]=1)[C:2]1[CH:7]=[CH:6][CH:5]=[CH:4][CH:3]=1. (5) Given the reactants [NH2:1][C:2]1[CH:16]=[CH:15][C:5]([O:6][CH2:7][C:8]([N:10]2[CH2:14][CH2:13][CH2:12][CH2:11]2)=[O:9])=[C:4]([O:17][CH3:18])[CH:3]=1.[Cl:19][C:20]1[CH:25]=[CH:24][C:23]([C:26]2[CH:27]=[C:28]([C:31](O)=[O:32])[NH:29][CH:30]=2)=[CH:22][CH:21]=1, predict the reaction product. The product is: [Cl:19][C:20]1[CH:25]=[CH:24][C:23]([C:26]2[CH:27]=[C:28]([C:31]([NH:1][C:2]3[CH:16]=[CH:15][C:5]([O:6][CH2:7][C:8](=[O:9])[N:10]4[CH2:14][CH2:13][CH2:12][CH2:11]4)=[C:4]([O:17][CH3:18])[CH:3]=3)=[O:32])[NH:29][CH:30]=2)=[CH:22][CH:21]=1. (6) Given the reactants [CH2:1]([N:8]1[CH2:13][CH2:12][C:11]([N:20]([CH3:25])[C:21](=O)OC)([C:14]2[CH:19]=[CH:18][N:17]=[CH:16][CH:15]=2)[CH2:10][CH2:9]1)[C:2]1[CH:7]=[CH:6][CH:5]=[CH:4][CH:3]=1.[H-].[Al+3].[Li+].[H-].[H-].[H-].S([O-])([O-])(=O)=O.[Na+].[Na+], predict the reaction product. The product is: [CH2:1]([N:8]1[CH2:9][CH2:10][C:11]([C:14]2[CH:15]=[CH:16][N:17]=[CH:18][CH:19]=2)([N:20]([CH3:25])[CH3:21])[CH2:12][CH2:13]1)[C:2]1[CH:3]=[CH:4][CH:5]=[CH:6][CH:7]=1.